From a dataset of Forward reaction prediction with 1.9M reactions from USPTO patents (1976-2016). Predict the product of the given reaction. (1) Given the reactants [OH-].[Na+].Cl.[Br:4][C:5]1[CH:10]=[CH:9][C:8]([CH:11]([CH2:16][C:17]([OH:19])=[O:18])[CH2:12][C:13]([OH:15])=O)=[CH:7][CH:6]=1, predict the reaction product. The product is: [Br:4][C:5]1[CH:6]=[CH:7][C:8]([CH:11]2[CH2:12][C:13](=[O:15])[O:19][C:17](=[O:18])[CH2:16]2)=[CH:9][CH:10]=1. (2) Given the reactants [C:1]([O:5][C:6]([N:8]1[CH2:13][CH2:12][CH:11]([NH:14][C:15]2[CH:20]=[CH:19][C:18]([Cl:21])=[CH:17][C:16]=2[CH2:22][CH2:23][C:24]([O:26]CC)=[O:25])[CH2:10][CH2:9]1)=[O:7])([CH3:4])([CH3:3])[CH3:2].[OH-].[Na+], predict the reaction product. The product is: [C:1]([O:5][C:6]([N:8]1[CH2:13][CH2:12][CH:11]([NH:14][C:15]2[CH:20]=[CH:19][C:18]([Cl:21])=[CH:17][C:16]=2[CH2:22][CH2:23][C:24]([OH:26])=[O:25])[CH2:10][CH2:9]1)=[O:7])([CH3:4])([CH3:2])[CH3:3]. (3) Given the reactants [CH3:1][C:2]([Si:5](Cl)([CH3:7])[CH3:6])([CH3:4])[CH3:3].[Cl:9][C:10]1[CH:11]=[CH:12][C:13]2[N:19]3[CH2:20][C@H:16]([C@H:17]([OH:21])[CH2:18]3)[NH:15][C:14]=2[N:22]=1.C(N(CC)CC)C, predict the reaction product. The product is: [Si:5]([O:21][C@H:17]1[C@H:16]2[CH2:20][N:19]([C:13]3[CH:12]=[CH:11][C:10]([Cl:9])=[N:22][C:14]=3[NH:15]2)[CH2:18]1)([C:2]([CH3:4])([CH3:3])[CH3:1])([CH3:7])[CH3:6]. (4) Given the reactants [CH2:1]([OH:19])[CH2:2][CH2:3][CH2:4][CH2:5][CH2:6][CH2:7][CH2:8]/[CH:9]=[CH:10]\[CH2:11]/[CH:12]=[CH:13]\[CH2:14][CH2:15][CH2:16][CH2:17][CH3:18].[OH-].[Na+].[CH2:22]([C@@H:24]1[O:26][CH2:25]1)Cl.[Cl-].[OH-], predict the reaction product. The product is: [CH2:1]([O:19][CH2:22][C@H:24]1[CH2:25][O:26]1)[CH2:2][CH2:3][CH2:4][CH2:5][CH2:6][CH2:7][CH2:8]/[CH:9]=[CH:10]\[CH2:11]/[CH:12]=[CH:13]\[CH2:14][CH2:15][CH2:16][CH2:17][CH3:18]. (5) Given the reactants [CH2:1]([N:3]1[CH:7]=[C:6]([C:8]2[CH:9]=[C:10]([CH:19]=[CH:20][CH:21]=2)[CH2:11][CH2:12][O:13][CH2:14][CH2:15][C:16]([OH:18])=O)[CH:5]=[N:4]1)[CH3:2].[CH3:22][O:23][CH:24]([O:32][CH3:33])[CH2:25][NH:26][CH:27]1[CH2:31][CH2:30][CH2:29][CH2:28]1, predict the reaction product. The product is: [CH:27]1([N:26]([CH2:25][CH:24]([O:32][CH3:33])[O:23][CH3:22])[C:16](=[O:18])[CH2:15][CH2:14][O:13][CH2:12][CH2:11][C:10]2[CH:19]=[CH:20][CH:21]=[C:8]([C:6]3[CH:5]=[N:4][N:3]([CH2:1][CH3:2])[CH:7]=3)[CH:9]=2)[CH2:28][CH2:29][CH2:30][CH2:31]1. (6) Given the reactants [NH2:1][C:2]1[N:3]=[CH:4][C:5]([C:8]2[C:9]([F:19])=[C:10]([OH:18])[C:11]([CH:14]3[CH2:17][CH2:16][CH2:15]3)=[CH:12][CH:13]=2)=[N:6][CH:7]=1.Cl[C:21]1[N:26]=[C:25]([S:27][CH3:28])[CH:24]=[CH:23][N:22]=1, predict the reaction product. The product is: [CH:14]1([C:11]2[CH:12]=[CH:13][C:8]([C:5]3[N:6]=[CH:7][C:2]([NH2:1])=[N:3][CH:4]=3)=[C:9]([F:19])[C:10]=2[O:18][C:21]2[N:26]=[C:25]([S:27][CH3:28])[CH:24]=[CH:23][N:22]=2)[CH2:15][CH2:16][CH2:17]1. (7) Given the reactants [CH3:1][O:2][C:3](=[O:37])[C@@H:4]([NH:14][C:15]([C:17]1[S:18][C:19]([C:26](=[O:36])[NH:27][CH2:28][C:29]2[CH:34]=[CH:33][CH:32]=[C:31]([OH:35])[CH:30]=2)=[CH:20][C:21]=1[C:22]([F:25])([F:24])[F:23])=[O:16])[CH2:5][NH:6]C(OC(C)(C)C)=O.[C:38]([OH:44])([C:40]([F:43])([F:42])[F:41])=[O:39], predict the reaction product. The product is: [F:41][C:40]([F:43])([F:42])[C:38]([OH:44])=[O:39].[CH3:1][O:2][C:3](=[O:37])[C@@H:4]([NH:14][C:15]([C:17]1[S:18][C:19]([C:26](=[O:36])[NH:27][CH2:28][C:29]2[CH:34]=[CH:33][CH:32]=[C:31]([OH:35])[CH:30]=2)=[CH:20][C:21]=1[C:22]([F:25])([F:23])[F:24])=[O:16])[CH2:5][NH2:6].